Dataset: Full USPTO retrosynthesis dataset with 1.9M reactions from patents (1976-2016). Task: Predict the reactants needed to synthesize the given product. (1) The reactants are: [CH3:1][O:2][C:3](=[O:21])[C@H:4]([CH2:13][C:14]1[CH:19]=[CH:18][C:17]([OH:20])=[CH:16][CH:15]=1)[NH:5][C:6]([O:8][C:9]([CH3:12])([CH3:11])[CH3:10])=[O:7].C(N(CC)CC)C.[CH3:29][S:30](Cl)(=[O:32])=[O:31]. Given the product [CH3:1][O:2][C:3](=[O:21])[C@H:4]([CH2:13][C:14]1[CH:19]=[CH:18][C:17]([O:20][S:30]([CH3:29])(=[O:32])=[O:31])=[CH:16][CH:15]=1)[NH:5][C:6]([O:8][C:9]([CH3:12])([CH3:10])[CH3:11])=[O:7], predict the reactants needed to synthesize it. (2) The reactants are: [CH3:1][C:2]1[CH:3]=[C:4]2[C:9](=[C:10]([N+:12]([O-])=O)[CH:11]=1)[N:8]=[CH:7][C:6]([S:15]([C:18]1[CH:23]=[CH:22][CH:21]=[CH:20][CH:19]=1)(=[O:17])=[O:16])=[CH:5]2.NC1C=CC=C2C=1N=CC(S(C1C=CC=CC=1)(=O)=O)=C2. Given the product [NH2:12][C:10]1[CH:11]=[C:2]([CH3:1])[CH:3]=[C:4]2[C:9]=1[N:8]=[CH:7][C:6]([S:15]([C:18]1[CH:23]=[CH:22][CH:21]=[CH:20][CH:19]=1)(=[O:17])=[O:16])=[CH:5]2, predict the reactants needed to synthesize it. (3) Given the product [NH2:16][C@H:12]([CH2:13][CH2:14][OH:15])[CH2:11][CH2:10][CH2:9][NH:8][C:6](=[O:7])[O:5][C:1]([CH3:4])([CH3:2])[CH3:3], predict the reactants needed to synthesize it. The reactants are: [C:1]([O:5][C:6]([NH:8][CH2:9][CH2:10][CH2:11][C@H:12]([NH:16]C(=O)OCC1C=CC=CC=1)[CH2:13][CH2:14][OH:15])=[O:7])([CH3:4])([CH3:3])[CH3:2]. (4) Given the product [F:1][C:2]1[CH:3]=[C:4]2[C:9](=[CH:10][C:11]=1[O:12][CH3:13])[C:8](=[O:14])[NH:7][CH2:6][CH2:5]2, predict the reactants needed to synthesize it. The reactants are: [F:1][C:2]1[CH:3]=[C:4]2[C:9](=[CH:10][C:11]=1[O:12][CH3:13])[C:8](=[O:14])[NH:7][CH:6]=[CH:5]2. (5) Given the product [CH3:9][CH:10]([CH3:18])[CH2:11][CH2:12][C:13](=[O:14])[CH2:7][C:6]#[N:8], predict the reactants needed to synthesize it. The reactants are: C([Li])CCC.[C:6](#[N:8])[CH3:7].[CH3:9][CH:10]([CH3:18])[CH2:11][CH2:12][C:13](OCC)=[O:14].Cl.